This data is from Forward reaction prediction with 1.9M reactions from USPTO patents (1976-2016). The task is: Predict the product of the given reaction. (1) Given the reactants [CH2:1]([O:8][CH2:9][C@H:10]([NH:25][OH:26])[CH2:11][S:12]([CH2:15][C:16]1[CH:24]=[CH:23][C:19]2[S:20][CH:21]=[CH:22][C:18]=2[CH:17]=1)(=[O:14])=[O:13])[C:2]1[CH:7]=[CH:6][CH:5]=[CH:4][CH:3]=1.S1C=CC2C=C(CS(C[C@@H](NCC#N)[CH2:42][O:43]CC3C=CC=CC=3)(=O)=O)C=CC1=2.C1C=C(Cl)C=C(C(OO)=O)C=1.S([O-])([O-])(=O)=S.[Na+].[Na+], predict the reaction product. The product is: [CH2:1]([O:8][CH2:9][C@H:10]([N:25]([OH:26])[CH:42]=[O:43])[CH2:11][S:12]([CH2:15][C:16]1[CH:24]=[CH:23][C:19]2[S:20][CH:21]=[CH:22][C:18]=2[CH:17]=1)(=[O:14])=[O:13])[C:2]1[CH:3]=[CH:4][CH:5]=[CH:6][CH:7]=1. (2) Given the reactants [CH3:1][C:2]1[O:13][C:5]2[CH2:6][N:7]([CH3:12])[CH2:8][CH2:9][CH:10]([OH:11])[C:4]=2[CH:3]=1.[Br:14][C:15]1[C:16]([Cl:22])=[C:17](F)[CH:18]=[CH:19][CH:20]=1, predict the reaction product. The product is: [Br:14][C:15]1[C:16]([Cl:22])=[C:17]([O:11][CH:10]2[CH2:9][CH2:8][N:7]([CH3:12])[CH2:6][C:5]3[O:13][C:2]([CH3:1])=[CH:3][C:4]2=3)[CH:18]=[CH:19][CH:20]=1. (3) Given the reactants Br[C:2]1[C:3]([O:15][C:16]2[C:21]([F:22])=[CH:20][CH:19]=[CH:18][C:17]=2[F:23])=[CH:4][C:5]([NH:8][C:9]2[S:10][CH:11]=[C:12]([CH3:14])[N:13]=2)=[N:6][CH:7]=1.C1(P(C2C=CC=CC=2)C2C3OC4C(=CC=CC=4P(C4C=CC=CC=4)C4C=CC=CC=4)C(C)(C)C=3C=CC=2)C=CC=CC=1.C(N(C(C)C)C(C)C)C.[SH:75][CH2:76][CH2:77][C:78]([O:80][CH3:81])=[O:79], predict the reaction product. The product is: [F:23][C:17]1[CH:18]=[CH:19][CH:20]=[C:21]([F:22])[C:16]=1[O:15][C:3]1[CH:4]=[C:5]([NH:8][C:9]2[S:10][CH:11]=[C:12]([CH3:14])[N:13]=2)[N:6]=[CH:7][C:2]=1[S:75][CH2:76][CH2:77][C:78]([O:80][CH3:81])=[O:79]. (4) Given the reactants C(=O)([O-])[O-].[K+].[K+].[F:7][C:8]1[CH:9]=[C:10]([N+:15]([O-:17])=[O:16])[CH:11]=[CH:12][C:13]=1F.[NH:18]1[CH:22]=[CH:21][CH:20]=[N:19]1, predict the reaction product. The product is: [F:7][C:8]1[CH:9]=[C:10]([N+:15]([O-:17])=[O:16])[CH:11]=[CH:12][C:13]=1[N:18]1[CH:22]=[CH:21][CH:20]=[N:19]1. (5) Given the reactants [OH:1][C:2]1[CH:7]=[C:6]([O:8][CH3:9])[CH:5]=[CH:4][C:3]=1[C:10]([C:12]1[CH:17]=[CH:16][C:15]([O:18][CH2:19][C:20]2[N:21]=[C:22]([C:26]3[CH:31]=[CH:30][CH:29]=[CH:28][CH:27]=3)[O:23][C:24]=2[CH3:25])=[CH:14][CH:13]=1)=[O:11].O[C@@H:33]([CH3:40])[C:34]([O:36][CH2:37][CH:38]=[CH2:39])=[O:35].C1(P(C2C=CC=CC=2)C2C=CC=CC=2)C=CC=CC=1.N(C(OCC)=O)=NC(OCC)=O, predict the reaction product. The product is: [CH3:9][O:8][C:6]1[CH:5]=[CH:4][C:3]([C:10](=[O:11])[C:12]2[CH:13]=[CH:14][C:15]([O:18][CH2:19][C:20]3[N:21]=[C:22]([C:26]4[CH:27]=[CH:28][CH:29]=[CH:30][CH:31]=4)[O:23][C:24]=3[CH3:25])=[CH:16][CH:17]=2)=[C:2]([CH:7]=1)[O:1][C@H:33]([CH3:40])[C:34]([O:36][CH2:37][CH:38]=[CH2:39])=[O:35]. (6) Given the reactants CS(O)(=O)=O.[NH2:6][CH2:7][CH2:8][CH2:9][CH2:10][CH2:11][CH2:12][OH:13].[C:14]([OH:25])(=O)[CH2:15][CH2:16][CH2:17][CH2:18][CH2:19][CH2:20][C:21]([OH:23])=[O:22], predict the reaction product. The product is: [C:21]([O:23][CH2:12][CH2:11][CH2:10][CH2:9][CH2:8][CH2:7][NH2:6])(=[O:22])[CH2:20][CH2:19][CH2:18][CH2:17][CH2:16][CH2:15][C:14]([O:13][CH2:12][CH2:11][CH2:10][CH2:9][CH2:8][CH2:7][NH2:6])=[O:25]. (7) The product is: [CH3:18][O:19][N:20]([CH3:21])[C:8]1[N:7]=[C:6]([NH:5][CH2:1][CH2:2][C:3]#[CH:4])[N:11]=[C:10]([NH:12][CH2:13][CH2:14][CH3:15])[N:9]=1. Given the reactants [CH2:1]([NH:5][C:6]1[N:11]=[C:10]([NH:12][CH2:13][CH2:14][CH3:15])[N:9]=[C:8](Cl)[N:7]=1)[CH2:2][C:3]#[CH:4].Cl.[CH3:18][O:19][NH:20][CH3:21].CON(C)C1N=C(NC(C)C#C)N=C(NCCC)N=1, predict the reaction product. (8) The product is: [C:23]([N:31]1[CH2:32][CH2:33][N:34]([C:37]2[CH:38]=[CH:39][C:40]([OH:43])=[CH:41][CH:42]=2)[CH2:35][CH2:36]1)(=[O:30])[C:24]1[CH:25]=[CH:26][CH:27]=[CH:28][CH:29]=1. Given the reactants COC1C=CC(N2CCN(CCC3C=CC=CC=3)CC2)=CC=1.[C:23]([N:31]1[CH2:36][CH2:35][N:34]([C:37]2[CH:42]=[CH:41][C:40]([O:43]C)=[CH:39][CH:38]=2)[CH2:33][CH2:32]1)(=[O:30])[C:24]1[CH:29]=[CH:28][CH:27]=[CH:26][CH:25]=1, predict the reaction product. (9) Given the reactants [C:1]([O:5][C:6]([NH:8][CH2:9][C:10]1[CH:11]=[C:12]([C:16]2[CH2:21][CH2:20][N:19](C(OCC3C=CC=CC=3)=O)[CH2:18][CH:17]=2)[CH:13]=[CH:14][CH:15]=1)=[O:7])([CH3:4])([CH3:3])[CH3:2], predict the reaction product. The product is: [NH:19]1[CH2:20][CH2:21][CH:16]([C:12]2[CH:11]=[C:10]([CH:15]=[CH:14][CH:13]=2)[CH2:9][NH:8][C:6](=[O:7])[O:5][C:1]([CH3:4])([CH3:2])[CH3:3])[CH2:17][CH2:18]1.